Task: Regression. Given two drug SMILES strings and cell line genomic features, predict the synergy score measuring deviation from expected non-interaction effect.. Dataset: NCI-60 drug combinations with 297,098 pairs across 59 cell lines (1) Drug 1: C1=CC(=CC=C1CC(C(=O)O)N)N(CCCl)CCCl.Cl. Drug 2: C1CN1P(=S)(N2CC2)N3CC3. Cell line: M14. Synergy scores: CSS=6.62, Synergy_ZIP=-3.03, Synergy_Bliss=-3.16, Synergy_Loewe=-6.72, Synergy_HSA=-5.57. (2) Drug 1: C1=NC2=C(N=C(N=C2N1C3C(C(C(O3)CO)O)F)Cl)N. Drug 2: C(CN)CNCCSP(=O)(O)O. Cell line: DU-145. Synergy scores: CSS=2.62, Synergy_ZIP=1.87, Synergy_Bliss=2.76, Synergy_Loewe=-3.54, Synergy_HSA=0.230. (3) Drug 1: CC12CCC(CC1=CCC3C2CCC4(C3CC=C4C5=CN=CC=C5)C)O. Drug 2: CN(C)N=NC1=C(NC=N1)C(=O)N. Cell line: RPMI-8226. Synergy scores: CSS=42.8, Synergy_ZIP=0.639, Synergy_Bliss=6.67, Synergy_Loewe=-2.73, Synergy_HSA=3.87. (4) Cell line: SNB-19. Drug 1: C1=CC(=CC=C1CCCC(=O)O)N(CCCl)CCCl. Synergy scores: CSS=16.3, Synergy_ZIP=-8.48, Synergy_Bliss=-4.92, Synergy_Loewe=-14.7, Synergy_HSA=-5.63. Drug 2: C1CN(P(=O)(OC1)NCCCl)CCCl. (5) Drug 1: CCCCCOC(=O)NC1=NC(=O)N(C=C1F)C2C(C(C(O2)C)O)O. Drug 2: C1CC(=O)NC(=O)C1N2C(=O)C3=CC=CC=C3C2=O. Cell line: HL-60(TB). Synergy scores: CSS=-6.77, Synergy_ZIP=6.07, Synergy_Bliss=2.82, Synergy_Loewe=-9.58, Synergy_HSA=-8.88.